This data is from Full USPTO retrosynthesis dataset with 1.9M reactions from patents (1976-2016). The task is: Predict the reactants needed to synthesize the given product. (1) The reactants are: [S:1]=[C:2]1[NH:7][C:6](=[O:8])[CH:5]=[CH:4][NH:3]1.[OH-].[Na+].[CH2:11](I)[CH2:12][CH2:13][CH3:14].C(O)(=O)C. Given the product [CH2:11]([S:1][C:2]1[NH:7][C:6](=[O:8])[CH:5]=[CH:4][N:3]=1)[CH2:12][CH2:13][CH3:14], predict the reactants needed to synthesize it. (2) Given the product [NH2:65][C:8]1[N:13]2[N:14]=[CH:15][C:16]([C:17]3[CH:18]=[N:19][C:20]4[C:25]([CH:26]=3)=[CH:24][C:23]([F:27])=[CH:22][CH:21]=4)=[C:12]2[N:11]=[C:10]([NH:28][CH2:36][CH:37]2[CH2:42][CH2:41][N:40]([C:55]([NH:54][CH3:53])=[O:56])[CH2:39][CH2:38]2)[C:9]=1[C:57]#[N:59], predict the reactants needed to synthesize it. The reactants are: C[Si](C)(C)CCOCN(COCC[Si](C)(C)C)[C:8]1[N:13]2[N:14]=[CH:15][C:16]([C:17]3[CH:18]=[N:19][C:20]4[C:25]([CH:26]=3)=[CH:24][C:23]([F:27])=[CH:22][CH:21]=4)=[C:12]2[N:11]=[C:10]([N:28]([CH2:36][CH:37]2[CH2:42][CH2:41][NH:40][CH2:39][CH2:38]2)C(=O)OC(C)(C)C)[CH:9]=1.[CH3:53][N:54]=[C:55]=[O:56].[CH2:57]([N:59](CC)CC)C.[Cl-].[NH4+:65]. (3) The reactants are: [Cl:1][C:2]1[CH:10]=[C:9]2[C:5]([C:6]([C:11]([N:13]3[CH2:18][CH2:17][C:16]4([C:22]5[CH:23]=[CH:24][CH:25]=[CH:26][C:21]=5[CH2:20][O:19]4)[CH2:15][CH2:14]3)=[O:12])=[CH:7][NH:8]2)=[CH:4][CH:3]=1.Cl[CH2:28][C:29]([N:31]1[CH2:36][CH2:35][O:34][CH2:33][CH2:32]1)=[O:30]. Given the product [Cl:1][C:2]1[CH:10]=[C:9]2[C:5]([C:6]([C:11]([N:13]3[CH2:18][CH2:17][C:16]4([C:22]5[CH:23]=[CH:24][CH:25]=[CH:26][C:21]=5[CH2:20][O:19]4)[CH2:15][CH2:14]3)=[O:12])=[CH:7][N:8]2[CH2:28][C:29]([N:31]2[CH2:36][CH2:35][O:34][CH2:33][CH2:32]2)=[O:30])=[CH:4][CH:3]=1, predict the reactants needed to synthesize it. (4) The reactants are: Br[C:2]1[CH:7]=[CH:6][CH:5]=[CH:4][C:3]=1[CH2:8][C:9]([OH:11])=[O:10].[Br:12][C:13]1[CH:19]=[CH:18][CH:17]=[CH:16][C:14]=1[NH2:15]. Given the product [Br:12][C:13]1[CH:19]=[CH:18][CH:17]=[CH:16][C:14]=1[NH:15][C:2]1[CH:7]=[CH:6][CH:5]=[CH:4][C:3]=1[CH2:8][C:9]([OH:11])=[O:10], predict the reactants needed to synthesize it. (5) The reactants are: C[O:2][C:3](=[O:31])[C:4]1[CH:9]=[C:8]([C:10]2[O:11][CH:12]=[CH:13][N:14]=2)[CH:7]=[C:6]([N:15]([C:21]([O:23][CH2:24][C:25]2[CH:30]=[CH:29][CH:28]=[CH:27][CH:26]=2)=[O:22])[CH2:16][CH2:17][CH2:18][CH:19]=[CH2:20])[CH:5]=1.[OH-].[Na+].Cl. Given the product [CH2:24]([O:23][C:21]([N:15]([CH2:16][CH2:17][CH2:18][CH:19]=[CH2:20])[C:6]1[CH:5]=[C:4]([CH:9]=[C:8]([C:10]2[O:11][CH:12]=[CH:13][N:14]=2)[CH:7]=1)[C:3]([OH:31])=[O:2])=[O:22])[C:25]1[CH:26]=[CH:27][CH:28]=[CH:29][CH:30]=1, predict the reactants needed to synthesize it. (6) Given the product [Cl:1][C:2]1[CH:3]=[C:4]([S:8][CH2:9][CH2:10][CH2:24][C:25]([OH:27])=[O:26])[CH:5]=[CH:6][CH:7]=1, predict the reactants needed to synthesize it. The reactants are: [Cl:1][C:2]1[CH:3]=[C:4]([S:8][CH2:9][C:10](O)=O)[CH:5]=[CH:6][CH:7]=1.ClC1C=C(S)C=CC=1.BrCC[CH2:24][C:25]([O:27]CC)=[O:26].[OH-].[K+]. (7) Given the product [NH2:1][C:2]1[C:7]([I:15])=[CH:6][C:5]([Br:8])=[CH:4][N:3]=1, predict the reactants needed to synthesize it. The reactants are: [NH2:1][C:2]1[CH:7]=[CH:6][C:5]([Br:8])=[CH:4][N:3]=1.S(=O)(=O)(O)O.O.[I:15](O)(=O)(=O)=O.II.[OH-].[Na+].